Dataset: Full USPTO retrosynthesis dataset with 1.9M reactions from patents (1976-2016). Task: Predict the reactants needed to synthesize the given product. The reactants are: [Cl:1][C:2]1[C:3]([OH:22])=[C:4]([CH:9]=[C:10](B2OC(C)(C)C(C)(C)O2)[C:11]=1[CH3:12])[C:5]([O:7][CH3:8])=[O:6].COCCOC.Cl[CH2:30][C:31]1[CH:36]=[CH:35][C:34]([O:37][CH3:38])=[CH:33][CH:32]=1.C(=O)([O-])[O-].[Na+].[Na+]. Given the product [Cl:1][C:2]1[C:3]([OH:22])=[C:4]([CH:9]=[C:10]([CH2:30][C:31]2[CH:36]=[CH:35][C:34]([O:37][CH3:38])=[CH:33][CH:32]=2)[C:11]=1[CH3:12])[C:5]([O:7][CH3:8])=[O:6], predict the reactants needed to synthesize it.